From a dataset of Forward reaction prediction with 1.9M reactions from USPTO patents (1976-2016). Predict the product of the given reaction. (1) Given the reactants [CH3:1][CH:2]1[C:6](=[O:7])[NH:5][N:4]=[CH:3]1.Br[CH2:9][C:10]([O:12][CH2:13][CH3:14])=[O:11].C(=O)([O-])[O-].[K+].[K+].CCCCCCC, predict the reaction product. The product is: [CH2:13]([O:12][C:10](=[O:11])[CH2:9][N:4]1[CH:3]=[C:2]([CH3:1])[C:6](=[O:7])[NH:5]1)[CH3:14]. (2) Given the reactants [CH:1]1[C:10]2[C:5](=[CH:6][CH:7]=[CH:8][CH:9]=2)[CH:4]=[CH:3][C:2]=1[C:11]1[CH:16]=[CH:15][N:14]=[C:13]([NH:17][CH:18]2[CH2:23][CH2:22][N:21]([C:24]([O:26][C:27]([CH3:30])([CH3:29])[CH3:28])=[O:25])[CH2:20][CH2:19]2)[C:12]=1[N+:31]([O-])=O, predict the reaction product. The product is: [NH2:31][C:12]1[C:13]([NH:17][CH:18]2[CH2:23][CH2:22][N:21]([C:24]([O:26][C:27]([CH3:30])([CH3:29])[CH3:28])=[O:25])[CH2:20][CH2:19]2)=[N:14][CH:15]=[CH:16][C:11]=1[C:2]1[CH:3]=[CH:4][C:5]2[C:10](=[CH:9][CH:8]=[CH:7][CH:6]=2)[CH:1]=1.